Task: Regression. Given two drug SMILES strings and cell line genomic features, predict the synergy score measuring deviation from expected non-interaction effect.. Dataset: NCI-60 drug combinations with 297,098 pairs across 59 cell lines (1) Drug 1: C1=C(C(=O)NC(=O)N1)N(CCCl)CCCl. Drug 2: CCC1(CC2CC(C3=C(CCN(C2)C1)C4=CC=CC=C4N3)(C5=C(C=C6C(=C5)C78CCN9C7C(C=CC9)(C(C(C8N6C=O)(C(=O)OC)O)OC(=O)C)CC)OC)C(=O)OC)O.OS(=O)(=O)O. Cell line: HOP-62. Synergy scores: CSS=32.8, Synergy_ZIP=5.06, Synergy_Bliss=6.25, Synergy_Loewe=3.72, Synergy_HSA=4.84. (2) Drug 1: CC1CCC2CC(C(=CC=CC=CC(CC(C(=O)C(C(C(=CC(C(=O)CC(OC(=O)C3CCCCN3C(=O)C(=O)C1(O2)O)C(C)CC4CCC(C(C4)OC)O)C)C)O)OC)C)C)C)OC. Drug 2: CCN(CC)CCNC(=O)C1=C(NC(=C1C)C=C2C3=C(C=CC(=C3)F)NC2=O)C. Cell line: TK-10. Synergy scores: CSS=12.2, Synergy_ZIP=-4.88, Synergy_Bliss=1.19, Synergy_Loewe=2.86, Synergy_HSA=3.20. (3) Drug 1: CS(=O)(=O)OCCCCOS(=O)(=O)C. Drug 2: C1C(C(OC1N2C=NC3=C2NC=NCC3O)CO)O. Cell line: SF-295. Synergy scores: CSS=7.71, Synergy_ZIP=-4.37, Synergy_Bliss=-3.50, Synergy_Loewe=-3.38, Synergy_HSA=-3.34. (4) Drug 1: CC1=CC2C(CCC3(C2CCC3(C(=O)C)OC(=O)C)C)C4(C1=CC(=O)CC4)C. Drug 2: COC1=NC(=NC2=C1N=CN2C3C(C(C(O3)CO)O)O)N. Cell line: M14. Synergy scores: CSS=-9.59, Synergy_ZIP=6.91, Synergy_Bliss=6.22, Synergy_Loewe=2.05, Synergy_HSA=-1.92. (5) Drug 1: C1=C(C(=O)NC(=O)N1)N(CCCl)CCCl. Drug 2: CS(=O)(=O)CCNCC1=CC=C(O1)C2=CC3=C(C=C2)N=CN=C3NC4=CC(=C(C=C4)OCC5=CC(=CC=C5)F)Cl. Cell line: NCI-H226. Synergy scores: CSS=22.2, Synergy_ZIP=11.0, Synergy_Bliss=14.9, Synergy_Loewe=11.8, Synergy_HSA=13.3. (6) Drug 1: CC1=C(C(=CC=C1)Cl)NC(=O)C2=CN=C(S2)NC3=CC(=NC(=N3)C)N4CCN(CC4)CCO. Drug 2: C1=CC=C(C(=C1)C(C2=CC=C(C=C2)Cl)C(Cl)Cl)Cl. Cell line: COLO 205. Synergy scores: CSS=1.65, Synergy_ZIP=3.46, Synergy_Bliss=4.23, Synergy_Loewe=1.61, Synergy_HSA=1.76. (7) Drug 1: CC1OCC2C(O1)C(C(C(O2)OC3C4COC(=O)C4C(C5=CC6=C(C=C35)OCO6)C7=CC(=C(C(=C7)OC)O)OC)O)O. Drug 2: C1C(C(OC1N2C=NC3=C2NC=NCC3O)CO)O. Cell line: KM12. Synergy scores: CSS=21.1, Synergy_ZIP=-4.13, Synergy_Bliss=-1.81, Synergy_Loewe=-5.24, Synergy_HSA=1.41.